Dataset: Full USPTO retrosynthesis dataset with 1.9M reactions from patents (1976-2016). Task: Predict the reactants needed to synthesize the given product. (1) Given the product [CH2:20]([C:19]1[C:3]2[C:31](=[O:34])[N:5]([C:12]3[CH:17]=[CH:16][CH:15]=[CH:14][CH:13]=3)[C:6]3[CH:7]=[CH:8][N:9]=[CH:10][C:11]=3[C:2]=2[NH:30][N:29]=1)[C:21]1[CH:26]=[CH:25][CH:24]=[CH:23][CH:22]=1, predict the reactants needed to synthesize it. The reactants are: O[C:2]1[C:11]2[C:6](=[CH:7][CH:8]=[N:9][CH:10]=2)[N:5]([C:12]2[CH:17]=[CH:16][CH:15]=[CH:14][CH:13]=2)C(=O)[C:3]=1[C:19](=O)[CH2:20][C:21]1[CH:26]=[CH:25][CH:24]=[CH:23][CH:22]=1.O.[NH2:29][NH2:30].[C:31](=[O:34])([O-])O.[Na+]. (2) Given the product [Br:18][C:19]1[CH:20]=[N:21][C:22]([NH:25][C@@H:26]2[CH2:31][CH2:30][CH2:29][N:28]([C:15]([C:10]3[CH:11]=[CH:12][CH:13]=[CH:14][C:9]=3[C:6]3[CH:5]=[CH:4][C:3]([O:2][CH3:1])=[CH:8][CH:7]=3)=[O:17])[CH2:27]2)=[N:23][CH:24]=1, predict the reactants needed to synthesize it. The reactants are: [CH3:1][O:2][C:3]1[CH:8]=[CH:7][C:6]([C:9]2[C:10]([C:15]([OH:17])=O)=[CH:11][CH:12]=[CH:13][CH:14]=2)=[CH:5][CH:4]=1.[Br:18][C:19]1[CH:20]=[N:21][C:22]([NH:25][C@@H:26]2[CH2:31][CH2:30][CH2:29][NH:28][CH2:27]2)=[N:23][CH:24]=1. (3) Given the product [N:17]1([CH2:16][CH2:15][O:14][C:11]2[CH:12]=[CH:13][C:7]3[O:6][C:5]([C:3]([OH:4])=[O:2])=[CH:9][C:8]=3[CH:10]=2)[CH2:18][CH2:19][CH2:20][CH2:21]1, predict the reactants needed to synthesize it. The reactants are: C[O:2][C:3]([C:5]1[O:6][C:7]2[CH:13]=[CH:12][C:11]([O:14][CH2:15][CH2:16][N:17]3[CH2:21][CH2:20][CH2:19][CH2:18]3)=[CH:10][C:8]=2[CH:9]=1)=[O:4].[OH-].[Li+]. (4) Given the product [C:1]([O:4][C@H:5]([CH3:31])[CH2:6][CH2:7][CH2:8][CH2:9][N:10]1[C:19](=[O:20])[C:18]2[N:17]([CH2:21][C:22]3[CH:27]=[CH:26][CH:25]=[CH:24][CH:23]=3)[C:16]([CH2:28][NH2:29])=[N:15][C:14]=2[N:13]([CH3:30])[C:11]1=[O:12])(=[O:3])[CH3:2], predict the reactants needed to synthesize it. The reactants are: [C:1]([O:4][C@H:5]([CH3:31])[CH2:6][CH2:7][CH2:8][CH2:9][N:10]1[C:19](=[O:20])[C:18]2[N:17]([CH2:21][C:22]3[CH:27]=[CH:26][CH:25]=[CH:24][CH:23]=3)[C:16]([C:28]#[N:29])=[N:15][C:14]=2[N:13]([CH3:30])[C:11]1=[O:12])(=[O:3])[CH3:2].[H][H]. (5) Given the product [F:20][C:17]1[C:16]2[CH2:15][CH2:41][C@H:9]([N:21]3[CH:25]=[C:24]([C:26]4[CH:31]=[CH:30][C:29]([N:32]5[CH:36]=[C:35]([CH3:37])[N:34]=[CH:33]5)=[C:28]([O:38][CH3:39])[CH:27]=4)[N:23]=[N:22]3)[C:10](=[O:11])[N:12]([CH2:3][C:2]([F:7])([F:6])[F:1])[C:13]=2[CH:14]=[CH:19][CH:18]=1, predict the reactants needed to synthesize it. The reactants are: [F:1][C:2]([F:7])([F:6])[C:3](O)=O.F[C:9](F)([N:21]1[CH:25]=[C:24]([C:26]2[CH:31]=[CH:30][C:29]([N:32]3[CH:36]=[C:35]([CH3:37])[N:34]=[CH:33]3)=[C:28]([O:38][CH3:39])[CH:27]=2)[N:23]=[N:22]1)[C:10]([NH:12][CH2:13][C:14]1[CH:19]=[CH:18][C:17]([F:20])=[CH:16][CH:15]=1)=[O:11].[CH2:41](O)C.